Predict the reaction yield, written as a fraction of the theoretical maximum amount of product (1.0 means a 100% yield; for example, 0.34 means a 34% yield). From a dataset of Reaction yield outcomes from USPTO patents with 853,638 reactions. (1) The yield is 0.700. The product is [O:16]=[C:15]1[CH:14]=[CH:13][C:12](=[O:17])[N:11]1[CH2:10][CH2:9][CH:19]([CH2:20][CH:21]=[CH:22][CH2:23][CH:24]=[CH:25][CH2:26][CH:27]=[CH:28][CH2:29][CH:30]=[CH:31][CH2:32][CH:33]=[CH:34][CH2:35][CH:36]=[CH:37][CH2:38][CH3:39])[C:18]([NH2:43])=[O:41]. The reactants are C(O)(C(F)(F)F)=O.N[CH2:9][CH2:10][N:11]1[C:15](=[O:16])[CH:14]=[CH:13][C:12]1=[O:17].[C:18]([OH:41])(=O)[CH2:19][CH2:20]/[CH:21]=[CH:22]\[CH2:23]/[CH:24]=[CH:25]\[CH2:26]/[CH:27]=[CH:28]\[CH2:29]/[CH:30]=[CH:31]\[CH2:32]/[CH:33]=[CH:34]\[CH2:35]/[CH:36]=[CH:37]\[CH2:38][CH3:39].C[N:43](C(ON1N=NC2C=CC=NC1=2)=[N+](C)C)C.F[P-](F)(F)(F)(F)F.CCN(C(C)C)C(C)C. The catalyst is CC#N.CCOC(C)=O. (2) The reactants are [CH3:1][O:2][C:3](=[O:15])[CH2:4][N:5]1[C:13]2[C:8](=[CH:9][C:10]([OH:14])=[CH:11][CH:12]=2)[CH:7]=[CH:6]1.[Br:16][CH2:17][CH2:18][CH2:19]Br.C([O-])([O-])=O.[Cs+].[Cs+]. The catalyst is CN(C=O)C. The product is [CH3:1][O:2][C:3](=[O:15])[CH2:4][N:5]1[C:13]2[C:8](=[CH:9][C:10]([O:14][CH2:19][CH2:18][CH2:17][Br:16])=[CH:11][CH:12]=2)[CH:7]=[CH:6]1. The yield is 0.450. (3) The reactants are C1C(=O)N([Br:8])C(=O)C1.[CH3:9][O:10][C:11]1[C:12]([NH2:29])=[CH:13][C:14]2[CH:20]([CH3:21])[CH2:19][N:18]([C:22](=[O:27])[C:23]([F:26])([F:25])[F:24])[CH2:17][CH2:16][C:15]=2[N:28]=1. The catalyst is C(Cl)Cl. The product is [Br:8][C:13]1[C:14]2[CH:20]([CH3:21])[CH2:19][N:18]([C:22](=[O:27])[C:23]([F:26])([F:24])[F:25])[CH2:17][CH2:16][C:15]=2[N:28]=[C:11]([O:10][CH3:9])[C:12]=1[NH2:29]. The yield is 0.370. (4) The reactants are N1C=CC=CC=1.[NH2:7][C:8]1[C:9]([Cl:18])=[N:10][CH:11]=[C:12]([CH:17]=1)[C:13]([O:15][CH3:16])=[O:14].[N+:19]([C:22]1[CH:30]=[CH:29][CH:28]=[CH:27][C:23]=1[C:24](Cl)=[O:25])([O-:21])=[O:20]. The catalyst is C(Cl)Cl. The product is [Cl:18][C:9]1[C:8]([NH:7][C:24](=[O:25])[C:23]2[CH:27]=[CH:28][CH:29]=[CH:30][C:22]=2[N+:19]([O-:21])=[O:20])=[CH:17][C:12]([C:13]([O:15][CH3:16])=[O:14])=[CH:11][N:10]=1. The yield is 0.730. (5) The reactants are [CH3:1][O-:2].[Na+].[CH2:4]([O:6][C:7](=[O:15])[C:8]1[CH:13]=[CH:12][CH:11]=[N:10][C:9]=1Cl)[CH3:5]. The catalyst is CO. The product is [CH2:4]([O:6][C:7](=[O:15])[C:8]1[CH:13]=[CH:12][CH:11]=[N:10][C:9]=1[O:2][CH3:1])[CH3:5]. The yield is 0.790.